From a dataset of Full USPTO retrosynthesis dataset with 1.9M reactions from patents (1976-2016). Predict the reactants needed to synthesize the given product. (1) Given the product [CH3:9][C:18]1[CH:13]=[CH:14][C:15]([S:36]([OH:39])(=[O:38])=[O:37])=[CH:16][CH:17]=1.[CH3:35][S:36]([OH:39])(=[O:38])=[O:37].[Cl:1][C:2]1[CH:7]=[C:6]([O:8][C:9]2[C:18]3[C:13](=[CH:14][C:15]([O:21][CH3:22])=[C:16]([O:19][CH3:20])[CH:17]=3)[N:12]=[CH:11][CH:10]=2)[CH:5]=[CH:4][C:3]=1[NH:23][C:24]([NH:26][C:27]1[CH:31]=[C:30]([CH3:32])[O:29][N:28]=1)=[O:25], predict the reactants needed to synthesize it. The reactants are: [Cl:1][C:2]1[CH:7]=[C:6]([O:8][C:9]2[C:18]3[C:13](=[CH:14][C:15]([O:21][CH3:22])=[C:16]([O:19][CH3:20])[CH:17]=3)[N:12]=[CH:11][CH:10]=2)[CH:5]=[CH:4][C:3]=1[NH:23][C:24]([NH:26][C:27]1[CH:31]=[C:30]([CH3:32])[O:29][N:28]=1)=[O:25].CO.[CH3:35][S:36]([OH:39])(=[O:38])=[O:37]. (2) The reactants are: [I-].[CH2:2]([N+:6]1([CH:12]2[CH2:17][CH:16]([CH3:18])[CH2:15][C:14]([CH3:20])([CH3:19])[CH2:13]2)[CH2:11][CH2:10][CH2:9][CH2:8][CH2:7]1)[CH2:3][CH2:4][CH3:5].[OH-:21]. Given the product [OH-:21].[CH2:2]([N+:6]1([CH:12]2[CH2:17][CH:16]([CH3:18])[CH2:15][C:14]([CH3:19])([CH3:20])[CH2:13]2)[CH2:11][CH2:10][CH2:9][CH2:8][CH2:7]1)[CH2:3][CH2:4][CH3:5], predict the reactants needed to synthesize it. (3) The reactants are: N1C(C)=CC(C)=CC=1C.[Cl:10][C:11]1[CH:41]=[CH:40][C:14]([CH2:15][NH:16][C:17]([C:19]2[C:20](=[O:39])[C:21]3[CH:36]=[C:35]([CH2:37]O)[S:34][C:22]=3[N:23]([CH2:25][CH2:26][O:27]C3CCCCO3)[CH:24]=2)=[O:18])=[CH:13][CH:12]=1.CS([Cl:46])(=O)=O.O. Given the product [Cl:10][C:11]1[CH:41]=[CH:40][C:14]([CH2:15][NH:16][C:17]([C:19]2[C:20](=[O:39])[C:21]3[CH:36]=[C:35]([CH2:37][Cl:46])[S:34][C:22]=3[N:23]([CH2:25][CH2:26][OH:27])[CH:24]=2)=[O:18])=[CH:13][CH:12]=1, predict the reactants needed to synthesize it. (4) The reactants are: [Br:1]Br.[Cl:3][C:4]1[CH:9]=[C:8]([Cl:10])[CH:7]=[CH:6][C:5]=1[C:11](=[O:14])[CH2:12][CH3:13]. Given the product [Br:1][CH:12]([CH3:13])[C:11]([C:5]1[CH:6]=[CH:7][C:8]([Cl:10])=[CH:9][C:4]=1[Cl:3])=[O:14], predict the reactants needed to synthesize it.